This data is from Full USPTO retrosynthesis dataset with 1.9M reactions from patents (1976-2016). The task is: Predict the reactants needed to synthesize the given product. (1) Given the product [F:15][C:16]1[CH:17]=[C:18]([CH:19]=[CH:20][C:21]=1[F:22])[CH2:23][O:1][C:2]1[N:6]([C:7]2[CH:12]=[C:11]([C:13]#[N:14])[CH:10]=[CH:9][N:8]=2)[N:5]=[CH:4][CH:3]=1, predict the reactants needed to synthesize it. The reactants are: [OH:1][C:2]1[N:6]([C:7]2[CH:12]=[C:11]([C:13]#[N:14])[CH:10]=[CH:9][N:8]=2)[N:5]=[CH:4][CH:3]=1.[F:15][C:16]1[CH:17]=[C:18]([CH2:23]O)[CH:19]=[CH:20][C:21]=1[F:22]. (2) The reactants are: [Cl:1][C:2]1[CH:7]=[CH:6][C:5]([C:8]2[N:9]=[C:10]3[CH:15]=[C:14]([CH3:16])[CH:13]=[CH:12][N:11]3[C:17]=2[CH2:18][C:19](O)=[O:20])=[CH:4][CH:3]=1.[N:22]1[CH:27]=[CH:26][CH:25]=[CH:24][C:23]=1[CH2:28][NH:29][CH2:30][CH3:31].Cl.C(OCC)C. Given the product [ClH:1].[CH2:30]([N:29]([CH2:28][C:23]1[CH:24]=[CH:25][CH:26]=[CH:27][N:22]=1)[C:19](=[O:20])[CH2:18][C:17]1[N:11]2[CH:12]=[CH:13][C:14]([CH3:16])=[CH:15][C:10]2=[N:9][C:8]=1[C:5]1[CH:4]=[CH:3][C:2]([Cl:1])=[CH:7][CH:6]=1)[CH3:31], predict the reactants needed to synthesize it. (3) The reactants are: [C:1]([CH2:4][CH2:5][C:6]1[C:10]([CH3:11])=[C:9]([CH:12]=O)[NH:8][C:7]=1[CH3:14])([OH:3])=[O:2].[CH3:15][O:16][C:17]1[CH:22]=[CH:21][CH:20]=[CH:19][C:18]=1[C:23]1[CH:31]=[C:30]2[C:26]([CH2:27][C:28](=[O:32])[NH:29]2)=[CH:25][CH:24]=1. Given the product [CH3:15][O:16][C:17]1[CH:22]=[CH:21][CH:20]=[CH:19][C:18]=1[C:23]1[CH:31]=[C:30]2[C:26]([C:27](=[CH:12][C:9]3[NH:8][C:7]([CH3:14])=[C:6]([CH2:5][CH2:4][C:1]([OH:3])=[O:2])[C:10]=3[CH3:11])[C:28](=[O:32])[NH:29]2)=[CH:25][CH:24]=1, predict the reactants needed to synthesize it.